Dataset: Full USPTO retrosynthesis dataset with 1.9M reactions from patents (1976-2016). Task: Predict the reactants needed to synthesize the given product. (1) Given the product [F:1][C:2]1[CH:3]=[CH:4][C:5]([C:8]2[CH:16]=[CH:15][CH:14]=[C:13]3[C:9]=2[CH2:10][C:11](=[O:40])[NH:12]3)=[CH:6][CH:7]=1, predict the reactants needed to synthesize it. The reactants are: [F:1][C:2]1[CH:7]=[CH:6][C:5]([C:8]2[CH:16]=[CH:15][CH:14]=[C:13]3[C:9]=2[CH:10]=[CH:11][NH:12]3)=[CH:4][CH:3]=1.[Br-].[Br-].[Br-].[NH+]1C=CC=CC=1.[NH+]1C=CC=CC=1.[NH+]1C=CC=CC=1.C(O)(=[O:40])C. (2) The reactants are: C1N=CN(C(N2C=NC=C2)=O)C=1.Cl[C:14]1[C:19]([CH2:20][C:21]([OH:23])=O)=[CH:18][CH:17]=[CH:16][N:15]=1.[NH2:24][C:25]1[CH:30]=[CH:29][CH:28]=[CH:27][N:26]=1.[Cl:31]CCl. Given the product [Cl:31][C:16]1[N:15]=[CH:14][C:19]([CH2:20][C:21]([NH:24][C:25]2[CH:30]=[CH:29][CH:28]=[CH:27][N:26]=2)=[O:23])=[CH:18][CH:17]=1, predict the reactants needed to synthesize it. (3) Given the product [CH3:1][C:2]([CH3:11])([CH2:7][CH2:8][OH:9])[CH2:3][CH2:4][OH:5], predict the reactants needed to synthesize it. The reactants are: [CH3:1][C:2]([CH3:11])([CH2:7][C:8](O)=[O:9])[CH2:3][C:4](O)=[O:5].B.C1COCC1.Cl. (4) Given the product [C:25]1([C:24]([C:32]2[CH:33]=[CH:34][C:35]([C:36]([N:7]3[C:8]4[CH:14]=[CH:13][CH:12]=[CH:11][C:9]=4[CH2:10][N:4]4[CH:3]=[CH:2][CH:1]=[C:5]4[CH2:6]3)=[O:37])=[CH:39][CH:40]=2)=[O:31])[CH:26]=[CH:27][CH:28]=[CH:29][CH:30]=1, predict the reactants needed to synthesize it. The reactants are: [CH:1]1[CH:2]=[CH:3][N:4]2[CH2:10][C:9]3[CH:11]=[CH:12][CH:13]=[CH:14][C:8]=3[NH:7][CH2:6][C:5]=12.C(N(CC)C(C)C)(C)C.[C:24]([C:32]1[CH:40]=[CH:39][C:35]([C:36](Cl)=[O:37])=[CH:34][CH:33]=1)(=[O:31])[C:25]1[CH:30]=[CH:29][CH:28]=[CH:27][CH:26]=1. (5) Given the product [CH3:11][O:55][C:54]([C:52]1[S:53][C:49]([C:48]([C:36]2[N:35]([S:32]([C:28]3[CH:29]=[CH:30][CH:31]=[C:26]([C:23]([CH3:22])([CH3:24])[CH3:25])[CH:27]=3)(=[O:34])=[O:33])[C:43]3[C:38]([CH:37]=2)=[CH:39][C:40]([C:44]([F:45])([F:46])[F:47])=[CH:41][CH:42]=3)=[O:57])=[CH:50][CH:51]=1)=[O:56], predict the reactants needed to synthesize it. The reactants are: [Cr](O[Cr]([O-])(=O)=O)([O-])(=O)=O.[NH+]1C=CC=C[CH:11]=1.[NH+]1C=CC=CC=1.[CH3:22][C:23]([C:26]1[CH:27]=[C:28]([S:32]([N:35]2[C:43]3[C:38](=[CH:39][C:40]([C:44]([F:47])([F:46])[F:45])=[CH:41][CH:42]=3)[CH:37]=[C:36]2[CH:48]([OH:57])[C:49]2[S:53][C:52]([C:54]([OH:56])=[O:55])=[CH:51][CH:50]=2)(=[O:34])=[O:33])[CH:29]=[CH:30][CH:31]=1)([CH3:25])[CH3:24].